Dataset: Reaction yield outcomes from USPTO patents with 853,638 reactions. Task: Predict the reaction yield, written as a fraction of the theoretical maximum amount of product (1.0 means a 100% yield; for example, 0.34 means a 34% yield). The product is [Cl:53][C:9]1[CH:10]=[CH:11][C:12]([C@H:14]2[C@H:19]([O:20][CH2:21][C:22]3[CH:23]=[CH:24][CH:25]=[CH:26][CH:27]=3)[C@@H:18]([O:28][CH2:29][C:30]3[CH:31]=[CH:32][CH:33]=[CH:34][CH:35]=3)[C@H:17]([O:36][CH2:37][C:38]3[CH:43]=[CH:42][CH:41]=[CH:40][CH:39]=3)[C@@H:16]([CH2:44][O:45][CH2:46][C:47]3[CH:48]=[CH:49][CH:50]=[CH:51][CH:52]=3)[O:15]2)=[CH:13][C:8]=1[CH2:7][C:4]1[S:3][C:2]([S:55][CH3:54])=[N:6][N:5]=1. The catalyst is O1CCCC1. The reactants are Cl[C:2]1[S:3][C:4]([CH2:7][C:8]2[CH:13]=[C:12]([C@H:14]3[C@H:19]([O:20][CH2:21][C:22]4[CH:27]=[CH:26][CH:25]=[CH:24][CH:23]=4)[C@@H:18]([O:28][CH2:29][C:30]4[CH:35]=[CH:34][CH:33]=[CH:32][CH:31]=4)[C@H:17]([O:36][CH2:37][C:38]4[CH:43]=[CH:42][CH:41]=[CH:40][CH:39]=4)[C@@H:16]([CH2:44][O:45][CH2:46][C:47]4[CH:52]=[CH:51][CH:50]=[CH:49][CH:48]=4)[O:15]3)[CH:11]=[CH:10][C:9]=2[Cl:53])=[N:5][N:6]=1.[CH3:54][S-:55].[Na+]. The yield is 0.770.